From a dataset of Catalyst prediction with 721,799 reactions and 888 catalyst types from USPTO. Predict which catalyst facilitates the given reaction. (1) Reactant: [CH2:1]([C:3]1[C:7]([N+:8]([O-:10])=[O:9])=[C:6]([C:11]([NH2:13])=[O:12])[NH:5][N:4]=1)[CH3:2].CC1C=CC(S(O[CH2:25][C@@H:26]2[CH2:30][CH2:29][CH2:28][N:27]2[C:31]([O:33][C:34]([CH3:37])([CH3:36])[CH3:35])=[O:32])(=O)=O)=CC=1.C(=O)([O-])[O-].[Cs+].[Cs+]. Product: [NH2:13][C:11]([C:6]1[C:7]([N+:8]([O-:10])=[O:9])=[C:3]([CH2:1][CH3:2])[N:4]([CH2:25][C@@H:26]2[CH2:30][CH2:29][CH2:28][N:27]2[C:31]([O:33][C:34]([CH3:35])([CH3:37])[CH3:36])=[O:32])[N:5]=1)=[O:12]. The catalyst class is: 9. (2) Reactant: [NH2:1][C:2]([CH3:6])([CH3:5])[CH2:3][OH:4].C(N(CC)CC)C.[F:14][C:15]([F:25])([F:24])[C:16]1[CH:23]=[CH:22][C:19]([CH2:20]Cl)=[CH:18][CH:17]=1. Product: [CH3:5][C:2]1([CH3:6])[CH2:3][O:4][C:20]([C:19]2[CH:18]=[CH:17][C:16]([C:15]([F:14])([F:24])[F:25])=[CH:23][CH:22]=2)=[N:1]1. The catalyst class is: 1.